Dataset: Forward reaction prediction with 1.9M reactions from USPTO patents (1976-2016). Task: Predict the product of the given reaction. Given the reactants [C:1]([C:3]1[CH:15]=[C:14]2[C:6]([C:7]3[C:8](=[O:25])[C:9]4[CH:21]=[CH:20][C:19]([C:22]([OH:24])=O)=[CH:18][C:10]=4[C:11]([CH3:17])([CH3:16])[C:12]=3[NH:13]2)=[CH:5][CH:4]=1)#[N:2].[NH2:26][O:27][CH2:28][CH2:29][OH:30], predict the reaction product. The product is: [OH:30][CH2:29][CH2:28][O:27][NH:26][C:22]([C:19]1[CH:20]=[CH:21][C:9]2[C:8](=[O:25])[C:7]3[C:6]4[C:14](=[CH:15][C:3]([C:1]#[N:2])=[CH:4][CH:5]=4)[NH:13][C:12]=3[C:11]([CH3:16])([CH3:17])[C:10]=2[CH:18]=1)=[O:24].